Predict the reactants needed to synthesize the given product. From a dataset of Full USPTO retrosynthesis dataset with 1.9M reactions from patents (1976-2016). (1) Given the product [OH:8][C:9]1[CH:10]=[C:11]([C:15]2([CH3:29])[C:24](=[O:25])[C:23]3[C:18](=[CH:19][C:20]([Cl:27])=[CH:21][C:22]=3[Cl:26])[NH:17][C:16]2=[O:28])[CH:12]=[CH:13][CH:14]=1, predict the reactants needed to synthesize it. The reactants are: C([O:8][C:9]1[CH:10]=[C:11]([C:15]2([CH3:29])[C:24](=[O:25])[C:23]3[C:18](=[CH:19][C:20]([Cl:27])=[CH:21][C:22]=3[Cl:26])[NH:17][C:16]2=[O:28])[CH:12]=[CH:13][CH:14]=1)C1C=CC=CC=1.B(Br)(Br)Br.CCCCCC. (2) Given the product [ClH:29].[ClH:29].[Cl:29][C:26]1[CH:27]=[CH:28][C:23]([C:18]2[C:19]3[C:20]4[CH2:21][CH2:22][NH:9][CH2:10][CH2:11][C:12]=4[NH:13][C:14]=3[CH:15]=[CH:16][CH:17]=2)=[CH:24][CH:25]=1, predict the reactants needed to synthesize it. The reactants are: C([N:9]1[CH2:22][CH2:21][C:20]2[C:19]3[C:18]([C:23]4[CH:28]=[CH:27][C:26]([Cl:29])=[CH:25][CH:24]=4)=[CH:17][CH:16]=[CH:15][C:14]=3[NH:13][C:12]=2[CH2:11][CH2:10]1)(=O)C1C=CC=CC=1.[OH-].[K+]. (3) Given the product [CH2:20]([O:22][C:23]([C:25]1([NH:30][C:31]([CH:33]2[CH2:37][CH:36]([O:38][C:39]3[C:48]4[C:43](=[C:44]([Cl:51])[C:45]([O:49][CH3:50])=[CH:46][CH:47]=4)[N:42]=[C:41]([C:52]4[S:53][CH:54]=[C:55]([CH:57]([CH3:58])[CH3:59])[N:56]=4)[CH:40]=3)[CH2:35][N:34]2[C:3](=[O:5])[C:2]([CH3:1])([CH3:13])[CH2:6][CH2:7][CH2:8][CH2:9][CH2:10][CH:11]=[CH2:12])=[O:32])[CH2:27][CH:26]1[CH:28]=[CH2:29])=[O:24])[CH3:21], predict the reactants needed to synthesize it. The reactants are: [CH3:1][C:2]([CH3:13])([CH2:6][CH2:7][CH2:8][CH2:9][CH2:10][CH:11]=[CH2:12])[C:3]([OH:5])=O.C(Cl)(=O)C(Cl)=O.[CH2:20]([O:22][C:23]([C:25]1([NH:30][C:31]([CH:33]2[CH2:37][CH:36]([O:38][C:39]3[C:48]4[C:43](=[C:44]([Cl:51])[C:45]([O:49][CH3:50])=[CH:46][CH:47]=4)[N:42]=[C:41]([C:52]4[S:53][CH:54]=[C:55]([CH:57]([CH3:59])[CH3:58])[N:56]=4)[CH:40]=3)[CH2:35][NH:34]2)=[O:32])[CH2:27][CH:26]1[CH:28]=[CH2:29])=[O:24])[CH3:21].C(N(CC)CC)C. (4) Given the product [CH3:44][C:45]1[CH:46]=[CH:47][C:48]([C:51]2[C:55]([C:56]([N:9]3[CH2:10][CH2:11][C:7]([C:1]4[CH:2]=[CH:3][CH:4]=[CH:5][CH:6]=4)([OH:12])[CH2:8]3)=[O:57])=[CH:54][O:53][N:52]=2)=[CH:49][CH:50]=1, predict the reactants needed to synthesize it. The reactants are: [C:1]1([C:7]2([OH:12])[CH2:11][CH2:10][NH:9][CH2:8]2)[CH:6]=[CH:5][CH:4]=[CH:3][CH:2]=1.CN(C(ON1N=NC2C=CC=CC1=2)=[N+](C)C)C.[B-](F)(F)(F)F.C(N(C(C)C)C(C)C)C.[CH3:44][C:45]1[CH:50]=[CH:49][C:48]([C:51]2[C:55]([C:56](O)=[O:57])=[CH:54][O:53][N:52]=2)=[CH:47][CH:46]=1. (5) Given the product [N:18]1[CH:23]=[CH:22][CH:21]=[C:20]([C:2]2[CH:3]=[C:4]([C:20]3[CH:19]=[N:18][CH:23]=[CH:22][CH:21]=3)[C:5]3[S:9][C:8]([NH:10][C:11]([NH:13][CH2:14][CH3:15])=[O:12])=[N:7][C:6]=3[CH:16]=2)[CH:19]=1, predict the reactants needed to synthesize it. The reactants are: Br[C:2]1[CH:3]=[C:4](Br)[C:5]2[S:9][C:8]([NH:10][C:11]([NH:13][CH2:14][CH3:15])=[O:12])=[N:7][C:6]=2[CH:16]=1.[N:18]1[CH:23]=[CH:22][CH:21]=[C:20](B(O)O)[CH:19]=1.[O-]P([O-])([O-])=O.[K+].[K+].[K+].C(Cl)Cl. (6) Given the product [O:17]=[C:9]1[N:8]([CH:5]2[CH2:4][CH2:3][N:2]([CH:23]3[CH2:28][CH2:27][N:26]([C:29]([O:31][C:32]([CH3:35])([CH3:34])[CH3:33])=[O:30])[CH2:25][CH2:24]3)[CH2:7][CH2:6]2)[C@H:12]2[CH2:13][CH2:14][CH2:15][CH2:16][C@@H:11]2[NH:10]1, predict the reactants needed to synthesize it. The reactants are: Cl.[NH:2]1[CH2:7][CH2:6][CH:5]([N:8]2[C@H:12]3[CH2:13][CH2:14][CH2:15][CH2:16][C@@H:11]3[NH:10][C:9]2=[O:17])[CH2:4][CH2:3]1.C(=O)([O-])[O-].O=[C:23]1[CH2:28][CH2:27][N:26]([C:29]([O:31][C:32]([CH3:35])([CH3:34])[CH3:33])=[O:30])[CH2:25][CH2:24]1.C([BH3-])#N.[Na+].